Task: Predict the reactants needed to synthesize the given product.. Dataset: Full USPTO retrosynthesis dataset with 1.9M reactions from patents (1976-2016) (1) Given the product [CH:3]1([CH:8]([C:14]([OH:16])=[O:15])[C:9]([OH:11])=[O:10])[CH2:4][CH2:5][CH2:6][CH2:7]1, predict the reactants needed to synthesize it. The reactants are: [OH-].[Na+].[CH:3]1([CH:8]([C:14]([O:16]CC)=[O:15])[C:9]([O:11]CC)=[O:10])[CH2:7][CH2:6][CH2:5][CH2:4]1. (2) Given the product [F:1][C:2]1[N:7]=[CH:6][C:5]([CH:8]([N:10]2[CH2:11][CH2:12][O:13][CH2:14][CH2:15]2)[CH3:9])=[CH:4][C:3]=1[C:26]1[N:34]=[C:33]([CH3:35])[N:32]=[C:31]2[C:27]=1[N:28]=[CH:29][N:30]2[CH:36]1[CH2:41][CH2:40][CH2:39][CH2:38][O:37]1, predict the reactants needed to synthesize it. The reactants are: [F:1][C:2]1[N:7]=[CH:6][C:5]([CH:8]([N:10]2[CH2:15][CH2:14][O:13][CH2:12][CH2:11]2)[CH3:9])=[CH:4][C:3]=1B1OC(C)(C)C(C)(C)O1.Cl[C:26]1[N:34]=[C:33]([CH3:35])[N:32]=[C:31]2[C:27]=1[N:28]=[CH:29][N:30]2[CH:36]1[CH2:41][CH2:40][CH2:39][CH2:38][O:37]1.C([O-])(=O)C.[K+].CCOC(C)=O. (3) Given the product [CH3:15][C:13]1[CH:14]=[C:9]([C:8]2[NH:7][C:6]3[S:17][C:18]([C:20]([CH3:21])([C:22]4[O:23][C:24]([CH2:27][CH2:28][CH3:29])=[N:25][N:26]=4)[CH3:30])=[CH:19][C:5]=3[C:4]=2[CH2:3][CH2:2][N:46]2[CH2:45][CH2:44][N:43]([CH2:42][C:41](=[O:40])[N:49]3[CH2:50][CH2:51][CH2:52][CH2:53]3)[CH2:48][CH2:47]2)[CH:10]=[C:11]([CH3:16])[CH:12]=1, predict the reactants needed to synthesize it. The reactants are: Cl[CH2:2][CH2:3][C:4]1[C:5]2[CH:19]=[C:18]([C:20]([CH3:30])([C:22]3[O:23][C:24]([CH2:27][CH2:28][CH3:29])=[N:25][N:26]=3)[CH3:21])[S:17][C:6]=2[NH:7][C:8]=1[C:9]1[CH:14]=[C:13]([CH3:15])[CH:12]=[C:11]([CH3:16])[CH:10]=1.C(N(C(C)C)CC)(C)C.[O:40]=[C:41]([N:49]1[CH2:53][CH2:52][CH2:51][CH2:50]1)[CH2:42][N:43]1[CH2:48][CH2:47][NH:46][CH2:45][CH2:44]1. (4) Given the product [O:13]1[C:12]2[CH:17]=[CH:18][C:9]([NH:8][C:6](=[O:7])[C:5]3[CH:19]=[CH:20][C:2]([N:21]4[CH2:26][CH2:25][CH2:24][CH2:23][CH2:22]4)=[CH:3][CH:4]=3)=[CH:10][C:11]=2[O:16][CH2:15][CH2:14]1, predict the reactants needed to synthesize it. The reactants are: Br[C:2]1[CH:20]=[CH:19][C:5]([C:6]([NH:8][C:9]2[CH:18]=[CH:17][C:12]3[O:13][CH2:14][CH2:15][O:16][C:11]=3[CH:10]=2)=[O:7])=[CH:4][CH:3]=1.[NH:21]1[CH2:26][CH2:25][CH2:24][CH2:23][CH2:22]1. (5) Given the product [CH3:1][C:2]1[C:7]([Br:8])=[CH:6][CH:5]=[CH:4][C:3]=1[N:9]1[C:13](=[O:14])[N:12]([CH3:15])[N:11]=[N:10]1, predict the reactants needed to synthesize it. The reactants are: [CH3:1][C:2]1[C:7]([Br:8])=[CH:6][CH:5]=[CH:4][C:3]=1[N:9]1[C:13](=[O:14])[NH:12][N:11]=[N:10]1.[CH3:15]N(C)C=O.[H-].[Na+].CI. (6) Given the product [NH2:1][C:2]1[C:11]2[C:6](=[C:7]([C:23]3[CH:22]=[CH:21][C:20]([F:19])=[CH:25][C:24]=3[F:26])[CH:8]=[CH:9][CH:10]=2)[N:5]=[N:4][C:3]=1[C:13]([NH:15][CH2:16][CH2:17][CH3:18])=[O:14], predict the reactants needed to synthesize it. The reactants are: [NH2:1][C:2]1[C:11]2[C:6](=[C:7](Br)[CH:8]=[CH:9][CH:10]=2)[N:5]=[N:4][C:3]=1[C:13]([NH:15][CH2:16][CH2:17][CH3:18])=[O:14].[F:19][C:20]1[CH:25]=[C:24]([F:26])[CH:23]=[CH:22][C:21]=1B(O)O. (7) Given the product [NH3:9].[Cl:1][C:2]1[CH:3]=[C:4]([NH:9][C:10]([N:12]2[CH2:17][CH2:16][N:15]([CH2:18][C@@H:19]3[CH2:24][CH2:23][CH2:22][N:21]([CH2:25][CH2:26][CH2:27][C:28]([OH:30])=[O:29])[CH2:20]3)[CH2:14][CH2:13]2)=[O:11])[CH:5]=[CH:6][C:7]=1[Cl:8], predict the reactants needed to synthesize it. The reactants are: [Cl:1][C:2]1[CH:3]=[C:4]([NH:9][C:10]([N:12]2[CH2:17][CH2:16][N:15]([CH2:18][C@@H:19]3[CH2:24][CH2:23][CH2:22][N:21]([CH2:25][CH2:26][CH2:27][C:28]([O:30]C)=[O:29])[CH2:20]3)[CH2:14][CH2:13]2)=[O:11])[CH:5]=[CH:6][C:7]=1[Cl:8].[OH-].[Li+]. (8) The reactants are: [Br:1][C:2]1[CH:8]=[CH:7][C:5]([NH2:6])=[C:4]([F:9])[CH:3]=1.[N:10]([C:13]1[CH:23]=[CH:22][C:16]([C:17]([O:19][CH2:20][CH3:21])=[O:18])=[CH:15][CH:14]=1)=[C:11]=[O:12]. Given the product [CH2:20]([O:19][C:17](=[O:18])[C:16]1[CH:22]=[CH:23][C:13]([NH:10][C:11]([NH:6][C:5]2[CH:7]=[CH:8][C:2]([Br:1])=[CH:3][C:4]=2[F:9])=[O:12])=[CH:14][CH:15]=1)[CH3:21], predict the reactants needed to synthesize it. (9) The reactants are: [Br:1][CH2:2][C:3]([O:5][CH2:6][CH2:7][C:8]1[S:12][CH:11]=[N:10][C:9]=1[CH3:13])=[O:4].[C:14]1([P:20]([C:27]2[CH:32]=[CH:31][CH:30]=[CH:29][CH:28]=2)[C:21]2[CH:26]=[CH:25][CH:24]=[CH:23][CH:22]=2)[CH:19]=[CH:18][CH:17]=[CH:16][CH:15]=1. Given the product [Br-:1].[CH3:13][C:9]1[N:10]=[CH:11][S:12][C:8]=1[CH2:7][CH2:6][O:5][C:3](=[O:4])[CH2:2][P+:20]([C:21]1[CH:22]=[CH:23][CH:24]=[CH:25][CH:26]=1)([C:27]1[CH:32]=[CH:31][CH:30]=[CH:29][CH:28]=1)[C:14]1[CH:15]=[CH:16][CH:17]=[CH:18][CH:19]=1, predict the reactants needed to synthesize it.